This data is from Orexin1 receptor HTS with 218,158 compounds and 233 confirmed actives. The task is: Binary Classification. Given a drug SMILES string, predict its activity (active/inactive) in a high-throughput screening assay against a specified biological target. (1) The result is 1 (active). The compound is S(=O)(=O)(Nc1ccccc1)c1ccc(C(=O)N2CCN(CC2)c2c(OCC)cccc2)cc1. (2) The compound is S(CC(=O)N1CCOCC1)c1n(c2cc(c(cc2)C)C)c(nn1)c1ccncc1. The result is 0 (inactive). (3) The compound is Clc1c(F)cc(N2CC34OC(C(C3C2=O)C(OCCC)=O)C=C4)cc1. The result is 0 (inactive).